This data is from Forward reaction prediction with 1.9M reactions from USPTO patents (1976-2016). The task is: Predict the product of the given reaction. (1) Given the reactants CC[C@@H]1[C@@H]2C[C@H]([C@@H](OC3C4C(=CC=CC=4)C(O[C@@H]([C:47]4[CH:56]=[CH:55][N:54]=[C:53]5[C:48]=4[CH:49]=[C:50]([O:57]C)C=C5)[C@@H]4N5C[C@H](CC)[C@@H](CC5)C4)=NN=3)[C:47]3[CH:56]=[CH:55][N:54]=[C:53]4[C:48]=3[CH:49]=[C:50]([O:57]C)C=C4)N(CC2)C1.[F:59][CH:60]([F:69])C1C=CC(C=C)=CN=1.[O-:70]S([O-])=O.[Na+].[Na+], predict the reaction product. The product is: [F:59][CH:60]([F:69])[C:55]1[N:54]=[CH:53][C:48]([C@@H:49]([OH:70])[CH2:50][OH:57])=[CH:47][CH:56]=1. (2) Given the reactants [Cl:1][C:2]1[CH:11]=[C:10]([C:12](=O)[CH3:13])[C:9]([N:15]2[CH2:20][CH2:19][N:18]([C:21]([CH:23]3[CH2:25][CH2:24]3)=[O:22])[CH2:17][CH2:16]2)=[C:8]2[C:3]=1[CH:4]=[CH:5][CH:6]=[N:7]2.C([O-])(=O)C.[NH4+].C([BH3-])#[N:32].[Na+].O1CCCC1, predict the reaction product. The product is: [Cl:1][C:2]1[CH:11]=[C:10]([CH:12]([NH2:32])[CH3:13])[C:9]([N:15]2[CH2:20][CH2:19][N:18]([C:21]([CH:23]3[CH2:25][CH2:24]3)=[O:22])[CH2:17][CH2:16]2)=[C:8]2[C:3]=1[CH:4]=[CH:5][CH:6]=[N:7]2. (3) The product is: [Cl:68][C:49]1[CH:48]=[CH:54][CH:53]=[CH:52][C:51]=1[N:16]1[C:17]2[C:22](=[CH:21][CH:20]=[CH:19][CH:18]=2)[C:14]([C:24]2[CH:25]=[C:26]([CH3:39])[C:27]([OH:31])=[C:28]([CH3:30])[CH:29]=2)([C:10]2[CH:11]=[C:12]([CH3:13])[C:7]([OH:6])=[C:8]([CH3:40])[CH:9]=2)[C:15]1=[O:23]. Given the reactants C([Si](C)(C)[O:6][C:7]1[C:12]([CH3:13])=[CH:11][C:10]([C:14]2([C:24]3[CH:29]=[C:28]([CH3:30])[C:27]([O:31][Si](C(C)(C)C)(C)C)=[C:26]([CH3:39])[CH:25]=3)[C:22]3[C:17](=[CH:18][CH:19]=[CH:20][CH:21]=3)[NH:16][C:15]2=[O:23])=[CH:9][C:8]=1[CH3:40])(C)(C)C.C(N([CH2:48][CH3:49])CC)C.[F-].[CH2:51]([N+]([CH2:51][CH2:52][CH2:53][CH3:54])([CH2:51][CH2:52][CH2:53][CH3:54])[CH2:51][CH2:52][CH2:53][CH3:54])[CH2:52][CH2:53][CH3:54].[ClH:68], predict the reaction product.